Dataset: Full USPTO retrosynthesis dataset with 1.9M reactions from patents (1976-2016). Task: Predict the reactants needed to synthesize the given product. (1) The reactants are: Cl[C:2]1[N:7]=[C:6](OS(C(F)(F)F)(=O)=O)[CH:5]=[CH:4][CH:3]=1.[CH2:16]([Mg]Br)[CH:17]([CH3:19])[CH3:18].[CH2:22]([Mg]Cl)[CH2:23][CH2:24][CH2:25][CH2:26][CH2:27][CH2:28][CH2:29][CH2:30][CH2:31][CH2:32][CH2:33][CH2:34][CH3:35]. Given the product [CH2:16]([C:6]1[CH:5]=[CH:4][CH:3]=[C:2]([CH2:35][CH2:34][CH2:33][CH2:32][CH2:31][CH2:30][CH2:29][CH2:28][CH2:27][CH2:26][CH2:25][CH2:24][CH2:23][CH3:22])[N:7]=1)[CH:17]([CH3:19])[CH3:18], predict the reactants needed to synthesize it. (2) Given the product [Br:1][C:2]1[C:3]([CH3:12])=[C:4]([NH2:9])[C:5]([CH3:8])=[N:6][CH:7]=1, predict the reactants needed to synthesize it. The reactants are: [Br:1][C:2]1[C:3]([CH3:12])=[C:4]([N+:9]([O-])=O)[C:5]([CH3:8])=[N:6][CH:7]=1.CCO.[Cl-].[NH4+]. (3) Given the product [F:20][C:21]1[C:26]([C:2]2[S:19][C:5]3[C:6]4[N:14]=[CH:13][C:12]([C:15]([O:17][CH3:18])=[O:16])=[CH:11][C:7]=4[O:8][CH2:9][CH2:10][C:4]=3[CH:3]=2)=[CH:25][CH:24]=[CH:23][N:22]=1, predict the reactants needed to synthesize it. The reactants are: Br[C:2]1[S:19][C:5]2[C:6]3[N:14]=[CH:13][C:12]([C:15]([O:17][CH3:18])=[O:16])=[CH:11][C:7]=3[O:8][CH2:9][CH2:10][C:4]=2[CH:3]=1.[F:20][C:21]1[C:26](B(O)O)=[CH:25][CH:24]=[CH:23][N:22]=1. (4) Given the product [CH3:21][O:1][CH:2]1[C:6]([CH3:7])([CH3:8])[O:5][C:4](=[O:9])[N:3]1[CH2:10][C:11]1[CH:16]=[CH:15][CH:14]=[CH:13][C:12]=1[N+:17]([O-:19])=[O:18], predict the reactants needed to synthesize it. The reactants are: [OH:1][CH:2]1[C:6]([CH3:8])([CH3:7])[O:5][C:4](=[O:9])[N:3]1[CH2:10][C:11]1[CH:16]=[CH:15][CH:14]=[CH:13][C:12]=1[N+:17]([O-:19])=[O:18].O.[C:21]1(C)C=CC(S(O)(=O)=O)=CC=1. (5) The reactants are: [F:1][C:2]([F:26])([F:25])[O:3][C:4]1[CH:9]=[CH:8][C:7]([N:10]2[CH:14]=[N:13][C:12]([C:15]3[CH:16]=[C:17]([CH2:21][CH2:22][CH2:23][NH2:24])[CH:18]=[CH:19][CH:20]=3)=[N:11]2)=[CH:6][CH:5]=1.[CH:27]([C:30]1[CH:35]=[CH:34][C:33]([CH3:36])=[CH:32][C:31]=1[NH:37][C:38]([NH2:40])=[S:39])([CH3:29])[CH3:28].[C:41]([O-])(=[O:43])C.[Na+]. Given the product [CH:27]([C:30]1[CH:35]=[CH:34][C:33]([CH3:36])=[CH:32][C:31]=1[NH:37][C:38]([NH:40][C:41]([NH:24][CH2:23][CH2:22][CH2:21][C:17]1[CH:18]=[CH:19][CH:20]=[C:15]([C:12]2[N:13]=[CH:14][N:10]([C:7]3[CH:6]=[CH:5][C:4]([O:3][C:2]([F:1])([F:25])[F:26])=[CH:9][CH:8]=3)[N:11]=2)[CH:16]=1)=[O:43])=[S:39])([CH3:29])[CH3:28], predict the reactants needed to synthesize it.